Dataset: Forward reaction prediction with 1.9M reactions from USPTO patents (1976-2016). Task: Predict the product of the given reaction. (1) Given the reactants [C:1]1([C@H:7]([NH:9][C:10]2[C:15]([NH2:16])=[N:14][CH:13]=[CH:12][N:11]=2)[CH3:8])[CH:6]=[CH:5][CH:4]=[CH:3][CH:2]=1.Br[C:18]1[N:23]=[C:22]([NH:24][C@@H:25]([C:27]2[CH:32]=[CH:31][CH:30]=[CH:29][CH:28]=2)[CH3:26])[C:21]([NH2:33])=[N:20][CH:19]=1.[CH:34](O)=[O:35], predict the reaction product. The product is: [C:1]1([C@H:7]([N:9]2[C:10]3=[N:11][CH:12]=[CH:13][N:14]=[C:15]3[NH:16][C:34]2=[O:35])[CH3:8])[CH:6]=[CH:5][CH:4]=[CH:3][CH:2]=1.[C:27]1([C@H:25]([NH:24][C:22]2[C:21]([NH2:33])=[N:20][CH:19]=[CH:18][N:23]=2)[CH3:26])[CH:32]=[CH:31][CH:30]=[CH:29][CH:28]=1. (2) Given the reactants C([O:8][N:9]1[C:14]2[N:15]=[CH:16][N:17]=[C:18]([CH3:19])[C:13]=2[C:12]([NH:20][CH2:21][C:22]2[CH:27]=[CH:26][CH:25]=[CH:24][C:23]=2[O:28][CH3:29])=[CH:11][C:10]1=[O:30])C1C=CC=CC=1.[H][H], predict the reaction product. The product is: [OH:8][N:9]1[C:14]2[N:15]=[CH:16][N:17]=[C:18]([CH3:19])[C:13]=2[C:12]([NH:20][CH2:21][C:22]2[CH:27]=[CH:26][CH:25]=[CH:24][C:23]=2[O:28][CH3:29])=[CH:11][C:10]1=[O:30]. (3) Given the reactants [Cl:1][C:2]1[CH:3]=[C:4]([C:13](=[O:15])[CH3:14])[CH:5]=[CH:6][C:7]=1[C:8]1[O:9][CH:10]=[CH:11][N:12]=1.[F:16][C:17]([F:24])([F:23])[C:18](OCC)=[O:19].C[O-].[Na+].Cl, predict the reaction product. The product is: [Cl:1][C:2]1[CH:3]=[C:4]([C:13](=[O:15])[CH2:14][C:18](=[O:19])[C:17]([F:24])([F:23])[F:16])[CH:5]=[CH:6][C:7]=1[C:8]1[O:9][CH:10]=[CH:11][N:12]=1. (4) The product is: [F:1][CH:2]([F:18])[O:3][C:4]1[CH:5]=[CH:6][C:7]([C:10]2[CH:17]=[CH:16][C:13]([CH2:14][NH:15][C:32]([C:31]3[N:27]([CH3:26])[N:28]=[C:29]([CH2:35][CH3:36])[CH:30]=3)=[O:33])=[CH:12][CH:11]=2)=[CH:8][CH:9]=1. Given the reactants [F:1][CH:2]([F:18])[O:3][C:4]1[CH:9]=[CH:8][C:7]([C:10]2[CH:17]=[CH:16][C:13]([CH2:14][NH2:15])=[CH:12][CH:11]=2)=[CH:6][CH:5]=1.C(N(CC)CC)C.[CH3:26][N:27]1[C:31]([C:32](Cl)=[O:33])=[CH:30][C:29]([CH2:35][CH3:36])=[N:28]1.O, predict the reaction product. (5) Given the reactants Br[C:2]1[CH:7]=[CH:6][CH:5]=[CH:4][N:3]=1.CON(C)[C:11](=[O:23])[CH2:12][C:13]1([C:17]2[CH:22]=[CH:21][CH:20]=[CH:19][CH:18]=2)[CH2:16][CH2:15][CH2:14]1, predict the reaction product. The product is: [C:17]1([C:13]2([CH2:12][C:11]([C:2]3[CH:7]=[CH:6][CH:5]=[CH:4][N:3]=3)=[O:23])[CH2:16][CH2:15][CH2:14]2)[CH:22]=[CH:21][CH:20]=[CH:19][CH:18]=1.